From a dataset of Catalyst prediction with 721,799 reactions and 888 catalyst types from USPTO. Predict which catalyst facilitates the given reaction. Reactant: [O:1]1[CH2:6][CH2:5][CH:4]([NH:7][C:8]2[NH:12][N:11]=[CH:10][CH:9]=2)[CH2:3][CH2:2]1.[C:13]([C:15]1[CH:20]=[CH:19][CH:18]=[CH:17][C:16]=1[C:21]1[CH:26]=[CH:25][C:24]([CH2:27][CH:28]([C:34](=O)[CH2:35][CH2:36][CH3:37])[C:29](OCC)=[O:30])=[CH:23][CH:22]=1)#[N:14].N12CCCN=C1CCCCC2.C(N(CC)C1C=CC=CC=1)C. Product: [O:30]=[C:29]1[C:28]([CH2:27][C:24]2[CH:25]=[CH:26][C:21]([C:16]3[C:15]([C:13]#[N:14])=[CH:20][CH:19]=[CH:18][CH:17]=3)=[CH:22][CH:23]=2)=[C:34]([CH2:35][CH2:36][CH3:37])[N:12]2[N:11]=[CH:10][CH:9]=[C:8]2[N:7]1[CH:4]1[CH2:3][CH2:2][O:1][CH2:6][CH2:5]1. The catalyst class is: 33.